This data is from Forward reaction prediction with 1.9M reactions from USPTO patents (1976-2016). The task is: Predict the product of the given reaction. Given the reactants [C:1]([O:5][C:6]([N:8]1[CH2:12][CH2:11][CH:10]([NH:13][C:14]2[CH:15]=[C:16]([C:34]([O:36]C)=O)[C:17]([O:20][C:21]3[CH:26]=[CH:25][C:24]([O:27][C:28]4[CH:33]=[CH:32][CH:31]=[CH:30][CH:29]=4)=[CH:23][CH:22]=3)=[N:18][CH:19]=2)[CH2:9]1)=[O:7])([CH3:4])([CH3:3])[CH3:2].[NH3:38], predict the reaction product. The product is: [C:34]([C:16]1[CH:15]=[C:14]([NH:13][CH:10]2[CH2:11][CH2:12][N:8]([C:6]([O:5][C:1]([CH3:2])([CH3:3])[CH3:4])=[O:7])[CH2:9]2)[CH:19]=[N:18][C:17]=1[O:20][C:21]1[CH:26]=[CH:25][C:24]([O:27][C:28]2[CH:33]=[CH:32][CH:31]=[CH:30][CH:29]=2)=[CH:23][CH:22]=1)(=[O:36])[NH2:38].